From a dataset of Catalyst prediction with 721,799 reactions and 888 catalyst types from USPTO. Predict which catalyst facilitates the given reaction. (1) Reactant: [CH:1]1([NH:6][C:7]([C:9]2[CH:10]=[C:11]([C@@H:15]3[CH2:17][C@H:16]3[NH:18]C(=O)OC(C)(C)C)[CH:12]=[CH:13][CH:14]=2)=[O:8])[CH2:5][CH2:4][CH2:3][CH2:2]1.[ClH:26].C(OCC)(=O)C. Product: [ClH:26].[NH2:18][C@@H:16]1[CH2:17][C@H:15]1[C:11]1[CH:10]=[C:9]([CH:14]=[CH:13][CH:12]=1)[C:7]([NH:6][CH:1]1[CH2:5][CH2:4][CH2:3][CH2:2]1)=[O:8]. The catalyst class is: 36. (2) Reactant: Cl[C:2]1[N:7]=[C:6]([CH3:8])[N:5]=[C:4]([NH2:9])[CH:3]=1.[N:10]1[CH:15]=[C:14](B(O)O)[CH:13]=[N:12][CH:11]=1.O1CCOCC1.C([O-])([O-])=O.[Na+].[Na+]. Product: [CH3:8][C:6]1[N:7]=[C:2]([C:14]2[CH:15]=[N:10][CH:11]=[N:12][CH:13]=2)[CH:3]=[C:4]([NH2:9])[N:5]=1. The catalyst class is: 189. (3) Reactant: [C:1]([O:5][C:6](=[O:25])[NH:7][CH2:8][C:9]1[CH:14]=[CH:13][C:12]([C:15](=[O:23])[NH:16][C:17]2[CH:22]=[CH:21][N:20]=[CH:19][CH:18]=2)=[CH:11][C:10]=1Br)([CH3:4])([CH3:3])[CH3:2].[C:26]([C:29]1[CH:30]=[C:31](B(O)O)[CH:32]=[CH:33][CH:34]=1)([OH:28])=[O:27].C([O-])([O-])=O.[Na+].[Na+].CO. Product: [C:1]([O:5][C:6]([NH:7][CH2:8][C:9]1[CH:14]=[CH:13][C:12]([C:15](=[O:23])[NH:16][C:17]2[CH:22]=[CH:21][N:20]=[CH:19][CH:18]=2)=[CH:11][C:10]=1[C:33]1[CH:32]=[CH:31][CH:30]=[C:29]([C:26]([OH:28])=[O:27])[CH:34]=1)=[O:25])([CH3:4])([CH3:3])[CH3:2]. The catalyst class is: 710. (4) Reactant: [F:1][C:2]1[CH:7]=[CH:6][CH:5]=[CH:4][C:3]=1[N:8]1[C:12]([S:13]([C:16]2[CH:17]=[N:18][CH:19]=[CH:20][CH:21]=2)(=[O:15])=[O:14])=[CH:11][C:10]([CH2:22][N:23](C)[C:24](=O)OC(C)(C)C)=[N:9]1.C(OCC)(=O)C.[ClH:38]. Product: [ClH:38].[F:1][C:2]1[CH:7]=[CH:6][CH:5]=[CH:4][C:3]=1[N:8]1[C:12]([S:13]([C:16]2[CH:17]=[N:18][CH:19]=[CH:20][CH:21]=2)(=[O:14])=[O:15])=[CH:11][C:10]([CH2:22][NH:23][CH3:24])=[N:9]1. The catalyst class is: 336. (5) Reactant: [OH:1][CH2:2][C:3]1[CH:16]=[CH:15][C:14]2[O:13][C:12]3[C:7]4=[C:8]([C:17](=[O:20])[NH:18][N:19]=[C:6]4[C:5]=2[CH:4]=1)[CH:9]=[CH:10][CH:11]=3.[P:21]([O-])([O:31][CH2:32][C:33]1[CH:38]=[CH:37][CH:36]=[CH:35][CH:34]=1)([O:23][CH2:24][C:25]1[CH:30]=[CH:29][CH:28]=[CH:27][CH:26]=1)=[O:22].C1(P(C2C=CC=CC=2)C2C=CC=CC=2)C=CC=CC=1.N(C(OC(C)C)=O)=NC(OC(C)C)=O. Product: [O:20]=[C:17]1[C:8]2[CH:9]=[CH:10][CH:11]=[C:12]3[O:13][C:14]4[CH:15]=[CH:16][C:3]([CH2:2][O:1][P:21](=[O:22])([O:31][CH2:32][C:33]5[CH:38]=[CH:37][CH:36]=[CH:35][CH:34]=5)[O:23][CH2:24][C:25]5[CH:30]=[CH:29][CH:28]=[CH:27][CH:26]=5)=[CH:4][C:5]=4[C:6]([C:7]=23)=[N:19][NH:18]1. The catalyst class is: 3. (6) Reactant: C1(P(C2C=CC=CC=2)C2C=CC=CC=2)C=CC=CC=1.Br[CH2:21][C:22]([Br:25])(Br)[Br:23].[Cl:26][C:27]1[CH:28]=[C:29]2[C:33](=[CH:34][CH:35]=1)[N:32]([CH3:36])[C:31]([C:37]1[CH:42]=[CH:41][C:40]([Cl:43])=[CH:39][CH:38]=1)=[C:30]2C=O.C(N(CC)CC)C. Product: [Br:23][C:22]([Br:25])=[CH:21][C:30]1[C:29]2[C:33](=[CH:34][CH:35]=[C:27]([Cl:26])[CH:28]=2)[N:32]([CH3:36])[C:31]=1[C:37]1[CH:42]=[CH:41][C:40]([Cl:43])=[CH:39][CH:38]=1. The catalyst class is: 4. (7) Reactant: [Cl:1][C:2]1[C:3]2[C:10]([I:11])=[CH:9][NH:8][C:4]=2[N:5]=[CH:6][N:7]=1.[CH3:12][O:13][C:14]1[CH:15]=[C:16]([CH:19]=[C:20]([O:24][CH3:25])[C:21]=1[O:22][CH3:23])[CH2:17]O.C1C=CC(P(C2C=CC=CC=2)C2C=CC=CC=2)=CC=1.CC(OC(/N=N/C(OC(C)C)=O)=O)C. Product: [Cl:1][C:2]1[C:3]2[C:10]([I:11])=[CH:9][N:8]([CH2:17][C:16]3[CH:19]=[C:20]([O:24][CH3:25])[C:21]([O:22][CH3:23])=[C:14]([O:13][CH3:12])[CH:15]=3)[C:4]=2[N:5]=[CH:6][N:7]=1. The catalyst class is: 20. (8) Reactant: [Cl:1][C:2]1[CH:22]=[C:21]([S:23][C:24]([CH3:27])([CH3:26])[CH3:25])[CH:20]=[CH:19][C:3]=1[CH2:4][C:5]1[C:13]2[C:8](=[CH:9][CH:10]=[C:11]([C:14]([O:16]C)=[O:15])[CH:12]=2)[NH:7][C:6]=1[CH3:18].[OH-].[Na+].CO.C(O)C. Product: [C:14]([C:11]1[CH:12]=[C:13]2[C:8](=[CH:9][CH:10]=1)[NH:7][C:6]([CH3:18])=[C:5]2[CH2:4][C:3]1[CH:19]=[CH:20][C:21]([S:23][C:24]([CH3:26])([CH3:25])[CH3:27])=[CH:22][C:2]=1[Cl:1])([OH:16])=[O:15]. The catalyst class is: 132. (9) Reactant: [CH2:1]1CCN2C(=NCCC2)CC1.[C:12]1([C:18]([C:23]2[CH:28]=[CH:27][CH:26]=[CH:25][CH:24]=2)([CH3:22])[C:19]([OH:21])=[O:20])[CH:17]=[CH:16][CH:15]=[CH:14][CH:13]=1.CI. Product: [C:12]1([C:18]([C:23]2[CH:28]=[CH:27][CH:26]=[CH:25][CH:24]=2)([CH3:22])[C:19]([O:21][CH3:1])=[O:20])[CH:13]=[CH:14][CH:15]=[CH:16][CH:17]=1. The catalyst class is: 10. (10) Reactant: [O:1]1[C@@H:6]2[CH2:7][NH:8][CH2:9][C@H:5]2[O:4][CH2:3][CH2:2]1.C([O-])([O-])=O.[K+].[K+].[Cl:16][C:17]1[CH:18]=[C:19]([NH:24][C:25]2[C:34]3[C:29](=[CH:30][C:31]([O:40][CH3:41])=[C:32]([O:35][CH2:36][CH2:37][CH2:38]Cl)[CH:33]=3)[N:28]=[CH:27][N:26]=2)[CH:20]=[CH:21][C:22]=1[F:23]. Product: [Cl:16][C:17]1[CH:18]=[C:19]([NH:24][C:25]2[C:34]3[C:29](=[CH:30][C:31]([O:40][CH3:41])=[C:32]([O:35][CH2:36][CH2:37][CH2:38][N:8]4[CH2:7][C@@H:6]5[O:1][CH2:2][CH2:3][O:4][C@H:5]5[CH2:9]4)[CH:33]=3)[N:28]=[CH:27][N:26]=2)[CH:20]=[CH:21][C:22]=1[F:23]. The catalyst class is: 639.